Dataset: Catalyst prediction with 721,799 reactions and 888 catalyst types from USPTO. Task: Predict which catalyst facilitates the given reaction. Reactant: C([NH:8][C:9]1[C:10]([CH3:29])=[C:11]([CH3:28])[C:12]2[O:16][CH2:15][CH:14]([C:17]3[CH:22]=[CH:21][C:20]([CH:23]([CH3:25])[CH3:24])=[CH:19][CH:18]=3)[C:13]=2[C:26]=1[CH3:27])C1C=CC=CC=1.C([O-])=O.[NH4+]. Product: [CH:23]([C:20]1[CH:21]=[CH:22][C:17]([CH:14]2[C:13]3[C:26]([CH3:27])=[C:9]([NH2:8])[C:10]([CH3:29])=[C:11]([CH3:28])[C:12]=3[O:16][CH2:15]2)=[CH:18][CH:19]=1)([CH3:25])[CH3:24]. The catalyst class is: 178.